Task: Predict the reaction yield, written as a fraction of the theoretical maximum amount of product (1.0 means a 100% yield; for example, 0.34 means a 34% yield).. Dataset: Reaction yield outcomes from USPTO patents with 853,638 reactions The reactants are [Cl-].[Li+].C(OP([CH2:11][C:12]([O:14][C:15]([CH3:18])([CH3:17])[CH3:16])=[O:13])(OCC)=O)C.O=[C:20]1[CH2:25][CH2:24][CH:23]([C:26]([O:28][CH2:29][CH3:30])=[O:27])[CH2:22][CH2:21]1. The product is [C:15]([O:14][C:12](=[O:13])[CH:11]=[C:20]1[CH2:25][CH2:24][CH:23]([C:26]([O:28][CH2:29][CH3:30])=[O:27])[CH2:22][CH2:21]1)([CH3:16])([CH3:17])[CH3:18]. The catalyst is CC#N. The yield is 0.620.